From a dataset of Forward reaction prediction with 1.9M reactions from USPTO patents (1976-2016). Predict the product of the given reaction. (1) The product is: [N:1]1[C:9]([NH:10][C@H:11]([C:13]2[N:17]([C:18]3[CH:23]=[CH:22][CH:21]=[CH:20][CH:19]=3)[C:16]3[CH:24]=[C:25]([C:28]([NH2:29])=[O:31])[CH:26]=[CH:27][C:15]=3[N:14]=2)[CH3:12])=[C:8]2[C:4]([NH:5][CH:6]=[N:7]2)=[N:3][CH:2]=1. Given the reactants [N:1]1[C:9]([NH:10][C@H:11]([C:13]2[N:17]([C:18]3[CH:23]=[CH:22][CH:21]=[CH:20][CH:19]=3)[C:16]3[CH:24]=[C:25]([C:28]#[N:29])[CH:26]=[CH:27][C:15]=3[N:14]=2)[CH3:12])=[C:8]2[C:4]([NH:5][CH:6]=[N:7]2)=[N:3][CH:2]=1.C(=O)([O-])[O-:31].[K+].[K+], predict the reaction product. (2) Given the reactants [OH:1][C:2]1[C:3]([C:8]([OH:10])=[O:9])=[N:4][CH:5]=[CH:6][CH:7]=1.S(=O)(=O)(O)O.O.[CH2:17](O)[CH3:18], predict the reaction product. The product is: [OH:1][C:2]1[C:3]([C:8]([O:10][CH2:17][CH3:18])=[O:9])=[N:4][CH:5]=[CH:6][CH:7]=1. (3) Given the reactants [CH3:1][O:2][C:3]([NH:5][C@@H:6]([CH:10]1[CH2:15][CH2:14][O:13][CH2:12][CH2:11]1)[C:7]([OH:9])=O)=[O:4].CN(C(ON1N=NC2C=CC=NC1=2)=[N+](C)C)C.F[P-](F)(F)(F)(F)F.Cl.Cl.Cl.[Cl:43][C:44]1[C:45]([NH:72][C:73](=[O:93])[C:74]2[CH:79]=[CH:78][C:77]([N:80]3[CH2:85][CH2:84][N:83]([C:86](=[O:91])[C:87]([CH3:90])([CH3:89])[CH3:88])[CH2:82][C@H:81]3[CH3:92])=[N:76][CH:75]=2)=[CH:46][C:47]([O:67][C:68]([F:71])([F:70])[F:69])=[C:48]([C:50]2[CH:55]=[CH:54][C:53]([C:56]3[N:57]=[C:58]([C@@H:61]4[CH2:65][C@H:64]([CH3:66])[CH2:63][NH:62]4)[NH:59][CH:60]=3)=[CH:52][CH:51]=2)[CH:49]=1.CCN(C(C)C)C(C)C, predict the reaction product. The product is: [CH3:1][O:2][C:3](=[O:4])[NH:5][C@@H:6]([CH:10]1[CH2:15][CH2:14][O:13][CH2:12][CH2:11]1)[C:7]([N:62]1[CH2:63][C@@H:64]([CH3:66])[CH2:65][C@H:61]1[C:58]1[NH:59][CH:60]=[C:56]([C:53]2[CH:54]=[CH:55][C:50]([C:48]3[CH:49]=[C:44]([Cl:43])[C:45]([NH:72][C:73]([C:74]4[CH:75]=[N:76][C:77]([N:80]5[CH2:85][CH2:84][N:83]([C:86](=[O:91])[C:87]([CH3:90])([CH3:89])[CH3:88])[CH2:82][C@H:81]5[CH3:92])=[CH:78][CH:79]=4)=[O:93])=[CH:46][C:47]=3[O:67][C:68]([F:70])([F:71])[F:69])=[CH:51][CH:52]=2)[N:57]=1)=[O:9].